From a dataset of Forward reaction prediction with 1.9M reactions from USPTO patents (1976-2016). Predict the product of the given reaction. (1) Given the reactants Br[C:2]1[CH:3]=[C:4]([C:9]2[CH:14]=[CH:13][C:12]([N:15]3[C@@H:19]([C:20]4[CH:25]=[CH:24][CH:23]=[CH:22][CH:21]=4)[C:18]([CH3:27])([CH3:26])[O:17][C:16]3=[O:28])=[CH:11][CH:10]=2)[C:5]([F:8])=[N:6][CH:7]=1.[B:29]1([B:29]2[O:33][C:32]([CH3:35])([CH3:34])[C:31]([CH3:37])([CH3:36])[O:30]2)[O:33][C:32]([CH3:35])([CH3:34])[C:31]([CH3:37])([CH3:36])[O:30]1.C([O-])(=O)C.[K+], predict the reaction product. The product is: [F:8][C:5]1[C:4]([C:9]2[CH:14]=[CH:13][C:12]([N:15]3[C@@H:19]([C:20]4[CH:25]=[CH:24][CH:23]=[CH:22][CH:21]=4)[C:18]([CH3:27])([CH3:26])[O:17][C:16]3=[O:28])=[CH:11][CH:10]=2)=[CH:3][C:2]([B:29]2[O:33][C:32]([CH3:35])([CH3:34])[C:31]([CH3:37])([CH3:36])[O:30]2)=[CH:7][N:6]=1. (2) Given the reactants [NH2:1][CH2:2][CH2:3][CH2:4][O:5][C:6]1[CH:7]=[C:8]([NH:12][C:13](=[O:15])[CH3:14])[CH:9]=[CH:10][CH:11]=1.Cl[C:17]1[CH:22]=[C:21]([C:23]2[CH:28]=[CH:27][CH:26]=[C:25]([CH3:29])[C:24]=2[CH3:30])[N:20]=[C:19]([NH2:31])[N:18]=1, predict the reaction product. The product is: [NH2:31][C:19]1[N:18]=[C:17]([NH:1][CH2:2][CH2:3][CH2:4][O:5][C:6]2[CH:7]=[C:8]([NH:12][C:13](=[O:15])[CH3:14])[CH:9]=[CH:10][CH:11]=2)[CH:22]=[C:21]([C:23]2[CH:28]=[CH:27][CH:26]=[C:25]([CH3:29])[C:24]=2[CH3:30])[N:20]=1. (3) Given the reactants [C:1]1([C:36]2[CH:41]=[CH:40][CH:39]=[CH:38][CH:37]=2)[CH:6]=[CH:5][C:4]([C:7]([N:9]2[CH2:14][CH2:13][N:12]([C:15]3[C:16]4[CH:33]=[C:32]([CH2:34][CH3:35])[S:31][C:17]=4[N:18]=[C:19]([NH:21][CH2:22][CH2:23][CH:24](OCC)[O:25]CC)[N:20]=3)[CH2:11][CH2:10]2)=[O:8])=[CH:3][CH:2]=1.O.Cl, predict the reaction product. The product is: [C:1]1([C:36]2[CH:37]=[CH:38][CH:39]=[CH:40][CH:41]=2)[CH:6]=[CH:5][C:4]([C:7]([N:9]2[CH2:14][CH2:13][N:12]([C:15]3[C:16]4[CH:33]=[C:32]([CH2:34][CH3:35])[S:31][C:17]=4[N:18]=[C:19]([NH:21][CH2:22][CH2:23][CH:24]=[O:25])[N:20]=3)[CH2:11][CH2:10]2)=[O:8])=[CH:3][CH:2]=1.